From a dataset of Forward reaction prediction with 1.9M reactions from USPTO patents (1976-2016). Predict the product of the given reaction. Given the reactants [OH:1][CH2:2][CH2:3][CH2:4][CH2:5][N:6]1[CH:10]=[C:9]([C:11]([NH:13][CH2:14][C:15]2[CH:20]=[CH:19][CH:18]=[C:17]([O:21][C:22]([F:25])([F:24])[F:23])[CH:16]=2)=[O:12])[N:8]=[N:7]1.[CH3:26][S:27](Cl)(=[O:29])=[O:28].O, predict the reaction product. The product is: [CH3:26][S:27]([O:1][CH2:2][CH2:3][CH2:4][CH2:5][N:6]1[CH:10]=[C:9]([C:11](=[O:12])[NH:13][CH2:14][C:15]2[CH:20]=[CH:19][CH:18]=[C:17]([O:21][C:22]([F:23])([F:24])[F:25])[CH:16]=2)[N:8]=[N:7]1)(=[O:29])=[O:28].